From a dataset of Catalyst prediction with 721,799 reactions and 888 catalyst types from USPTO. Predict which catalyst facilitates the given reaction. (1) Reactant: [Cl:1][C:2]1[CH:3]=[C:4]([C@@H:8]2[C@@H:13]([C:14]3[CH:19]=[CH:18][C:17]([Cl:20])=[CH:16][CH:15]=3)[N:12]([CH2:21][CH:22]3[CH2:24][CH2:23]3)[C:11](=[O:25])[C:10]([CH2:39][CH:40]=O)([CH2:26][CH2:27][O:28][Si:29]([CH:36]([CH3:38])[CH3:37])([CH:33]([CH3:35])[CH3:34])[CH:30]([CH3:32])[CH3:31])[CH2:9]2)[CH:5]=[CH:6][CH:7]=1.[NH:42]1[CH2:46][CH2:45][CH2:44][CH2:43]1.C(O[BH-](OC(=O)C)OC(=O)C)(=O)C.[Na+].C(O)(=O)C. Product: [Cl:1][C:2]1[CH:3]=[C:4]([C@@H:8]2[C@@H:13]([C:14]3[CH:15]=[CH:16][C:17]([Cl:20])=[CH:18][CH:19]=3)[N:12]([CH2:21][CH:22]3[CH2:23][CH2:24]3)[C:11](=[O:25])[C:10]([CH2:39][CH2:40][N:42]3[CH2:46][CH2:45][CH2:44][CH2:43]3)([CH2:26][CH2:27][O:28][Si:29]([CH:33]([CH3:34])[CH3:35])([CH:36]([CH3:37])[CH3:38])[CH:30]([CH3:32])[CH3:31])[CH2:9]2)[CH:5]=[CH:6][CH:7]=1. The catalyst class is: 825. (2) Reactant: O.[OH-].[Li+].[CH:4]1([C:8]2[S:9][CH:10]=[C:11]([C:13]([O:15]CC)=[O:14])[N:12]=2)[CH2:7][CH2:6][CH2:5]1.Cl. Product: [CH:4]1([C:8]2[S:9][CH:10]=[C:11]([C:13]([OH:15])=[O:14])[N:12]=2)[CH2:5][CH2:6][CH2:7]1. The catalyst class is: 20. (3) Product: [CH3:3][C:2]([C:4]1[CH:9]=[CH:8][CH:7]=[CH:6][CH:5]=1)=[CH2:1].[C:10]([C:13]1[CH:18]=[CH:17][CH:16]=[CH:15][C:14]=1[CH3:19])([CH3:12])=[CH2:11]. The catalyst class is: 21. Reactant: [CH3:1][C:2]([C:4]1[CH:9]=[CH:8][CH:7]=[CH:6][CH:5]=1)=[CH2:3].[C:10]([C:13]1[CH:18]=[CH:17][CH:16]=[CH:15][C:14]=1[CH3:19])([CH3:12])=[CH2:11].C1(C)C=CC=CC=1.